This data is from Catalyst prediction with 721,799 reactions and 888 catalyst types from USPTO. The task is: Predict which catalyst facilitates the given reaction. (1) Reactant: [C:1]([N:4]1[CH2:8][CH2:7][C@H:6]([CH2:9][N:10](CC2C=CC=CC=2)C(=O)OCC2C=CC=CC=2)[CH2:5]1)(=[O:3])[CH3:2]. Product: [C:1]([N:4]1[CH2:8][CH2:7][C@H:6]([CH2:9][NH2:10])[CH2:5]1)(=[O:3])[CH3:2]. The catalyst class is: 105. (2) Reactant: [C:1]([C:5]1[CH:10]=[CH:9][C:8]([N:11]2[C:15](=[O:16])[C:14]([CH3:18])([CH3:17])[N:13]([CH2:19][C:20]3[CH:25]=[CH:24][N:23]=[C:22]([NH:26]C(=O)C)[CH:21]=3)[C:12]2=[O:30])=[CH:7][CH:6]=1)([CH3:4])([CH3:3])[CH3:2].[ClH:31]. Product: [ClH:31].[NH2:26][C:22]1[CH:21]=[C:20]([CH2:19][N:13]2[C:14]([CH3:18])([CH3:17])[C:15](=[O:16])[N:11]([C:8]3[CH:7]=[CH:6][C:5]([C:1]([CH3:4])([CH3:3])[CH3:2])=[CH:10][CH:9]=3)[C:12]2=[O:30])[CH:25]=[CH:24][N:23]=1. The catalyst class is: 12. (3) The catalyst class is: 7. Product: [F:44][C:37]1[C:38]([F:43])=[C:39]([F:42])[CH:40]=[CH:41][C:36]=1[C@H:30]1[N:29]2[C@@H:33]([CH2:34][CH2:35]/[C:27](=[CH:8]\[C:7]3[CH:10]=[CH:11][C:12]([N:13]4[CH:17]=[C:16]([CH3:18])[N:15]=[CH:14]4)=[C:5]([O:4][CH3:3])[CH:6]=3)/[C:28]2=[O:45])[CH2:32][CH2:31]1. Reactant: [OH-].[Li+].[CH3:3][O:4][C:5]1[CH:6]=[C:7]([CH:10]=[CH:11][C:12]=1[N:13]1[CH:17]=[C:16]([CH3:18])[N:15]=[CH:14]1)[CH:8]=O.C(OP([CH:27]1[CH2:35][CH2:34][C@@H:33]2[N:29]([C@H:30]([C:36]3[CH:41]=[CH:40][C:39]([F:42])=[C:38]([F:43])[C:37]=3[F:44])[CH2:31][CH2:32]2)[C:28]1=[O:45])(=O)OCC)C.C(O)C. (4) Reactant: [C:1]([O:5][C:6]([N:8]1[CH2:13][CH2:12][N:11]([C:14]2[CH:19]=[CH:18][C:17]([NH:20][C:21]3[N:26]=[C:25]([CH2:27][CH2:28][C:29]4[CH:30]=[C:31]([CH:35]=[CH:36][CH:37]=4)[C:32]([O-:34])=O)[C:24]([C:38]([F:41])([F:40])[F:39])=[CH:23][N:22]=3)=[CH:16][CH:15]=2)[CH2:10][CH2:9]1)=[O:7])([CH3:4])([CH3:3])[CH3:2].[Li+].O[N:44]1C2C=CC=CC=2N=N1.CCN=C=NCCCN(C)C.C(N(CC)C(C)C)(C)C.C(=O)([O-])[O-].[NH4+].[NH4+]. Product: [C:32]([C:31]1[CH:30]=[C:29]([CH:37]=[CH:36][CH:35]=1)[CH2:28][CH2:27][C:25]1[C:24]([C:38]([F:41])([F:39])[F:40])=[CH:23][N:22]=[C:21]([NH:20][C:17]2[CH:16]=[CH:15][C:14]([N:11]3[CH2:12][CH2:13][N:8]([C:6]([O:5][C:1]([CH3:2])([CH3:4])[CH3:3])=[O:7])[CH2:9][CH2:10]3)=[CH:19][CH:18]=2)[N:26]=1)(=[O:34])[NH2:44]. The catalyst class is: 118. (5) Reactant: F[C:2]1[CH:9]=[CH:8][CH:7]=[CH:6][C:3]=1[CH:4]=[O:5].[NH:10]1[CH2:15][CH2:14][O:13][CH2:12][CH2:11]1.C(=O)([O-])[O-].[K+].[K+].[BH4-].[Na+]. Product: [N:10]1([C:2]2[CH:9]=[CH:8][CH:7]=[CH:6][C:3]=2[CH2:4][OH:5])[CH2:15][CH2:14][O:13][CH2:12][CH2:11]1. The catalyst class is: 656. (6) Reactant: [CH3:1][O:2][C:3]1[CH:4]=[C:5]2[C:9](=[CH:10][CH:11]=1)[CH2:8][CH2:7][C:6]2([CH3:13])[CH3:12].C(O)(=[O:16])C. Product: [CH3:1][O:2][C:3]1[CH:4]=[C:5]2[C:9](=[CH:10][CH:11]=1)[C:8](=[O:16])[CH2:7][C:6]2([CH3:13])[CH3:12]. The catalyst class is: 6. (7) Reactant: [CH:1]1([CH2:4][NH:5][C:6](=[O:17])[NH:7][C:8]2[CH:16]=[CH:15][C:11]([C:12]([OH:14])=O)=[CH:10][CH:9]=2)[CH2:3][CH2:2]1.[CH3:18][NH:19][CH:20]1[CH2:25][CH2:24][N:23]([C:26]([O:28][C:29]([CH3:32])([CH3:31])[CH3:30])=[O:27])[CH2:22][CH2:21]1.C(N(CC)CC)C. Product: [CH:1]1([CH2:4][NH:5][C:6](=[O:17])[NH:7][C:8]2[CH:9]=[CH:10][C:11]([C:12]([N:19]([CH:20]3[CH2:25][CH2:24][N:23]([C:26]([O:28][C:29]([CH3:32])([CH3:31])[CH3:30])=[O:27])[CH2:22][CH2:21]3)[CH3:18])=[O:14])=[CH:15][CH:16]=2)[CH2:2][CH2:3]1. The catalyst class is: 4. (8) Reactant: [NH2:1][CH:2]([CH2:12][C:13]1[CH:18]=[CH:17][CH:16]=[C:15]([S:19]([C:22]([F:25])([F:24])[F:23])(=[O:21])=[O:20])[CH:14]=1)[CH:3]([C:5]1[CH:10]=[CH:9][C:8]([F:11])=[CH:7][CH:6]=1)[OH:4].[F:26][C:27]1[C:36]2[C:31](=[CH:32][CH:33]=[CH:34][CH:35]=2)[C:30]([C:37](O)=[O:38])=[CH:29][CH:28]=1.Cl.C(N=C=NCCCN(C)C)C.O.ON1C2C=CC=CC=2N=N1. Product: [F:26][C:27]1[C:36]2[C:31](=[CH:32][CH:33]=[CH:34][CH:35]=2)[C:30]([C:37]([NH:1][CH:2]([CH2:12][C:13]2[CH:18]=[CH:17][CH:16]=[C:15]([S:19]([C:22]([F:24])([F:25])[F:23])(=[O:21])=[O:20])[CH:14]=2)[CH:3]([C:5]2[CH:6]=[CH:7][C:8]([F:11])=[CH:9][CH:10]=2)[OH:4])=[O:38])=[CH:29][CH:28]=1. The catalyst class is: 47. (9) Reactant: [CH3:1][C:2]([C:4]1[CH:9]=[CH:8][C:7](F)=[CH:6][CH:5]=1)=[O:3].[CH2:11]([O:18][C:19]1[CH:20]=[C:21]2[C:26](=[CH:27][CH:28]=1)[CH:25]=[C:24]([OH:29])[CH:23]=[CH:22]2)[C:12]1[CH:17]=[CH:16][CH:15]=[CH:14][CH:13]=1.C(=O)([O-])[O-].[K+].[K+].C(O)(=O)CC(CC(O)=O)(C(O)=O)O. Product: [CH2:11]([O:18][C:19]1[CH:20]=[C:21]2[C:26](=[CH:27][CH:28]=1)[CH:25]=[C:24]([O:29][C:7]1[CH:8]=[CH:9][C:4]([C:2](=[O:3])[CH3:1])=[CH:5][CH:6]=1)[CH:23]=[CH:22]2)[C:12]1[CH:13]=[CH:14][CH:15]=[CH:16][CH:17]=1. The catalyst class is: 80. (10) Reactant: [OH:1][C:2]1[CH:11]=[C:10]2[C:5]([CH:6]=[CH:7][C:8](=[O:12])[O:9]2)=[CH:4][CH:3]=1.C([O-])([O-])=O.[K+].[K+].Br[CH2:20][C:21]1[CH:26]=[CH:25][C:24]([B:27]2[O:35][C:32]([CH3:34])([CH3:33])[C:29]([CH3:31])([CH3:30])[O:28]2)=[CH:23][CH:22]=1. The catalyst class is: 3. Product: [CH3:33][C:32]1([CH3:34])[C:29]([CH3:30])([CH3:31])[O:28][B:27]([C:24]2[CH:23]=[CH:22][C:21]([CH2:20][O:1][C:2]3[CH:11]=[C:10]4[C:5]([CH:6]=[CH:7][C:8](=[O:12])[O:9]4)=[CH:4][CH:3]=3)=[CH:26][CH:25]=2)[O:35]1.